Dataset: Full USPTO retrosynthesis dataset with 1.9M reactions from patents (1976-2016). Task: Predict the reactants needed to synthesize the given product. (1) Given the product [NH:3]1[C:4]2[C:9](=[CH:8][CH:7]=[CH:6][CH:5]=2)[C:10]2([CH2:12][CH2:13][NH:14][CH2:15][CH2:16]2)[CH2:11][C:2]1=[O:1], predict the reactants needed to synthesize it. The reactants are: [O:1]=[C:2]1[CH2:11][C:10]2([CH2:16][CH2:15][N:14](C(OCC3C=CC=CC=3)=O)[CH2:13][CH2:12]2)[C:9]2[C:4](=[CH:5][CH:6]=[CH:7][CH:8]=2)[NH:3]1. (2) Given the product [C:1]([O:5][C:6](=[O:31])[N:7]([CH3:30])[CH2:8][CH2:9][CH2:10][C:11]1[S:12][CH:13]=[C:14]([C:16](=[O:29])[N:17]([CH3:28])[C@H:18]2[C:27]3[C:22](=[CH:23][CH:24]=[CH:25][CH:26]=3)[CH2:21][CH2:20][CH2:19]2)[N:15]=1)([CH3:3])([CH3:4])[CH3:2], predict the reactants needed to synthesize it. The reactants are: [C:1]([O:5][C:6](=[O:31])[N:7]([CH3:30])[CH2:8][C:9]#[C:10][C:11]1[S:12][CH:13]=[C:14]([C:16](=[O:29])[N:17]([CH3:28])[C@H:18]2[C:27]3[C:22](=[CH:23][CH:24]=[CH:25][CH:26]=3)[CH2:21][CH2:20][CH2:19]2)[N:15]=1)([CH3:4])([CH3:3])[CH3:2]. (3) Given the product [CH3:1][O:2][C:3](=[O:27])[CH2:4][C:5]1[CH:6]=[C:7]([C:13]2[CH:18]=[CH:17][C:16]([C:19]([F:21])([F:20])[F:22])=[CH:15][C:14]=2[CH2:23][N:24]([C:31]([CH:28]2[CH2:30][CH2:29]2)=[O:32])[CH2:25][CH3:26])[C:8]([O:11][CH3:12])=[CH:9][CH:10]=1, predict the reactants needed to synthesize it. The reactants are: [CH3:1][O:2][C:3](=[O:27])[CH2:4][C:5]1[CH:6]=[C:7]([C:13]2[CH:18]=[CH:17][C:16]([C:19]([F:22])([F:21])[F:20])=[CH:15][C:14]=2[CH2:23][NH:24][CH2:25][CH3:26])[C:8]([O:11][CH3:12])=[CH:9][CH:10]=1.[CH:28]1([C:31](Cl)=[O:32])[CH2:30][CH2:29]1. (4) Given the product [CH:1]([O:4][C:5]1[CH:10]=[C:9]([O:11][C:12]2[CH:17]=[CH:16][C:15]([C:18]([F:19])([F:20])[F:21])=[CH:14][N:13]=2)[CH:8]=[CH:7][C:6]=1[CH2:22][CH2:23][CH2:24][OH:25])([CH3:3])[CH3:2], predict the reactants needed to synthesize it. The reactants are: [CH:1]([O:4][C:5]1[CH:10]=[C:9]([O:11][C:12]2[CH:17]=[CH:16][C:15]([C:18]([F:21])([F:20])[F:19])=[CH:14][N:13]=2)[CH:8]=[CH:7][C:6]=1[CH2:22][CH2:23][C:24](OC)=[O:25])([CH3:3])[CH3:2].[H-].[Al+3].[Li+].[H-].[H-].[H-].O.O.O.O.O.O.O.O.O.O.S([O-])([O-])(=O)=O.[Na+].[Na+]. (5) Given the product [Cl:1][C:2]1[N:10]=[C:9]2[C:5]([N:6]=[CH:7][N:8]2[CH:12]([CH3:14])[CH3:13])=[C:4]([Cl:11])[N:3]=1, predict the reactants needed to synthesize it. The reactants are: [Cl:1][C:2]1[N:10]=[C:9]2[C:5]([NH:6][CH:7]=[N:8]2)=[C:4]([Cl:11])[N:3]=1.[CH:12](O)([CH3:14])[CH3:13].C1(P(C2C=CC=CC=2)C2C=CC=CC=2)C=CC=CC=1. (6) Given the product [ClH:16].[S:10]1[CH2:11][C@@H:12]([C:13]([NH2:15])=[O:14])[NH:8][CH2:9]1, predict the reactants needed to synthesize it. The reactants are: C(OC([N:8]1[C@H:12]([C:13]([NH2:15])=[O:14])[CH2:11][S:10][CH2:9]1)=O)(C)(C)C.[ClH:16].O1CCOCC1. (7) The reactants are: [CH2:1]([C:8]1[CH:26]=[CH:25][C:11]([CH2:12][NH:13][C:14]2[CH:15]=[CH:16][C:17]([OH:24])=[C:18]([CH:23]=2)[C:19]([O:21][CH3:22])=[O:20])=[CH:10][CH:9]=1)[CH2:2][CH2:3][CH2:4][CH2:5][CH2:6][CH3:7].[C:27](Cl)(=[O:34])[C:28]1[CH:33]=[CH:32][CH:31]=[N:30][CH:29]=1.C1(C2C=CC(CN(C3C=CC(O)=C(C=3)C(OC)=O)C(=O)C3C=CC(OC4C=CC=CC=4)=CC=3)=CC=2)CCCCC1. Given the product [CH2:1]([C:8]1[CH:26]=[CH:25][C:11]([CH2:12][N:13]([C:14]2[CH:15]=[CH:16][C:17]([OH:24])=[C:18]([CH:23]=2)[C:19]([O:21][CH3:22])=[O:20])[C:27](=[O:34])[C:28]2[CH:33]=[CH:32][CH:31]=[N:30][CH:29]=2)=[CH:10][CH:9]=1)[CH2:2][CH2:3][CH2:4][CH2:5][CH2:6][CH3:7], predict the reactants needed to synthesize it. (8) Given the product [O:31]=[C:28]([CH3:27])[CH2:29][CH2:30][C:2]1[N:3]=[CH:4][C:5]([NH:8][C:9](=[O:26])[CH:10]([NH:14][C:15](=[O:25])[CH2:16][C:17]2[CH:22]=[C:21]([F:23])[CH:20]=[C:19]([F:24])[CH:18]=2)[CH2:11][CH2:12][CH3:13])=[N:6][CH:7]=1, predict the reactants needed to synthesize it. The reactants are: Br[C:2]1[N:3]=[CH:4][C:5]([NH:8][C:9](=[O:26])[CH:10]([NH:14][C:15](=[O:25])[CH2:16][C:17]2[CH:22]=[C:21]([F:23])[CH:20]=[C:19]([F:24])[CH:18]=2)[CH2:11][CH2:12][CH3:13])=[N:6][CH:7]=1.[CH3:27][C:28](=[O:31])[CH:29]=[CH2:30].C1(C)C=CC=CC=1P(C1C=CC=CC=1C)C1C=CC=CC=1C.C(N(C(C)C)C(C)C)C.